From a dataset of Catalyst prediction with 721,799 reactions and 888 catalyst types from USPTO. Predict which catalyst facilitates the given reaction. (1) The catalyst class is: 18. Reactant: [NH2:1][CH2:2][CH2:3][N:4]([C:21](=[O:24])[CH2:22]Cl)[C@@H:5]([CH2:14][CH:15]1[CH2:20][CH2:19][CH2:18][CH2:17][CH2:16]1)[C:6]([NH:8][C:9]1[S:10][CH:11]=[CH:12][N:13]=1)=[O:7].CCN(C(C)C)C(C)C. Product: [CH:15]1([CH2:14][C@H:5]([N:4]2[CH2:3][CH2:2][NH:1][CH2:22][C:21]2=[O:24])[C:6]([NH:8][C:9]2[S:10][CH:11]=[CH:12][N:13]=2)=[O:7])[CH2:20][CH2:19][CH2:18][CH2:17][CH2:16]1. (2) Reactant: [Cl:1][C:2]1[N:3]=[C:4]([O:20][CH:21]([CH3:23])[CH3:22])[C:5]2[C:10](I)=[CH:9][N:8]([CH2:12][O:13][CH2:14][CH2:15][Si:16]([CH3:19])([CH3:18])[CH3:17])[C:6]=2[N:7]=1.CC1([CH2+])C(C)(C)OB([C:32]2[CH:37]=[CH:36][C:35]([C:38]3[N:39]([CH2:43][O:44][CH2:45][CH2:46][Si:47]([CH3:50])([CH3:49])[CH3:48])[CH:40]=[CH:41][N:42]=3)=[CH:34][CH:33]=2)O1.O.O.O.P([O-])([O-])([O-])=O.[K+].[K+].[K+].O1CCOCC1. Product: [Cl:1][C:2]1[N:3]=[C:4]([O:20][CH:21]([CH3:23])[CH3:22])[C:5]2[C:10]([C:32]3[CH:33]=[CH:34][C:35]([C:38]4[N:39]([CH2:43][O:44][CH2:45][CH2:46][Si:47]([CH3:50])([CH3:49])[CH3:48])[CH:40]=[CH:41][N:42]=4)=[CH:36][CH:37]=3)=[CH:9][N:8]([CH2:12][O:13][CH2:14][CH2:15][Si:16]([CH3:19])([CH3:18])[CH3:17])[C:6]=2[N:7]=1. The catalyst class is: 6. (3) Reactant: [NH2:1][C:2]1[N:11]=[CH:10][C:9]([Br:12])=[CH:8][C:3]=1[C:4]([O:6][CH3:7])=[O:5].Cl[CH2:14][CH:15]=O. Product: [Br:12][C:9]1[CH:8]=[C:3]([C:4]([O:6][CH3:7])=[O:5])[C:2]2[N:11]([CH:14]=[CH:15][N:1]=2)[CH:10]=1. The catalyst class is: 14. (4) Reactant: [NH2:1][C:2]1[CH:10]=[C:9]([O:11][CH3:12])[CH:8]=[C:7]([O:13][CH3:14])[C:3]=1[C:4]([NH2:6])=[O:5].[CH3:15][S:16]([C:18]1[S:22][C:21]([C:23]2[CH:24]=[C:25]([CH:28]=[CH:29][CH:30]=2)[CH:26]=O)=[CH:20][CH:19]=1)=[O:17].OS([O-])=O.[Na+].O.C1(C)C=CC(S(O)(=O)=O)=CC=1. Product: [CH3:14][O:13][C:7]1[CH:8]=[C:9]([O:11][CH3:12])[CH:10]=[C:2]2[C:3]=1[C:4](=[O:5])[NH:6][C:26]([C:25]1[CH:28]=[CH:29][CH:30]=[C:23]([C:21]3[S:22][C:18]([S:16]([CH3:15])=[O:17])=[CH:19][CH:20]=3)[CH:24]=1)=[N:1]2. The catalyst class is: 80. (5) Reactant: [CH2:1]([N:5]1[C:9](=[O:10])[C:8](Cl)=[C:7]([C:12]2[CH:17]=[CH:16][CH:15]=[C:14]([Cl:18])[CH:13]=2)[S:6]1(=[O:20])=[O:19])[CH2:2][CH2:3][CH3:4].[F:21][CH:22]([F:31])[O:23][C:24]1[CH:30]=[CH:29][C:27]([NH2:28])=[CH:26][CH:25]=1. Product: [CH2:1]([N:5]1[C:9](=[O:10])[C:8]([NH:28][C:27]2[CH:29]=[CH:30][C:24]([O:23][CH:22]([F:21])[F:31])=[CH:25][CH:26]=2)=[C:7]([C:12]2[CH:17]=[CH:16][CH:15]=[C:14]([Cl:18])[CH:13]=2)[S:6]1(=[O:20])=[O:19])[CH2:2][CH2:3][CH3:4]. The catalyst class is: 23. (6) Reactant: [F:1][C:2]([F:18])([F:17])[C:3]1[CH:8]=[CH:7][C:6]([C:9]2[CH:14]=[C:13]([C:15]#[N:16])[CH:12]=[CH:11][N:10]=2)=[CH:5][CH:4]=1.[H-].[H-].[H-].[H-].[Li+].[Al+3]. Product: [F:17][C:2]([F:1])([F:18])[C:3]1[CH:8]=[CH:7][C:6]([C:9]2[CH:14]=[C:13]([CH2:15][NH2:16])[CH:12]=[CH:11][N:10]=2)=[CH:5][CH:4]=1. The catalyst class is: 27.